Dataset: Catalyst prediction with 721,799 reactions and 888 catalyst types from USPTO. Task: Predict which catalyst facilitates the given reaction. Reactant: [Cl:1][C:2]1[C:22]([Cl:23])=[CH:21][C:5]2[N:6]([C:11]3[CH:16]=[CH:15][C:14]([CH2:17][C:18]([NH2:20])=[O:19])=[CH:13][CH:12]=3)[C:7]([CH2:9][CH3:10])=[N:8][C:4]=2[CH:3]=1.[C:24]1([CH3:36])[CH:29]=[CH:28][C:27]([S:30]([N:33]=[C:34]=[O:35])(=[O:32])=[O:31])=[CH:26][CH:25]=1.C1(C)C=CC=CC=1. Product: [Cl:1][C:2]1[C:22]([Cl:23])=[CH:21][C:5]2[N:6]([C:11]3[CH:12]=[CH:13][C:14]([CH2:17][C:18]([NH:20][C:34]([NH:33][S:30]([C:27]4[CH:28]=[CH:29][C:24]([CH3:36])=[CH:25][CH:26]=4)(=[O:32])=[O:31])=[O:35])=[O:19])=[CH:15][CH:16]=3)[C:7]([CH2:9][CH3:10])=[N:8][C:4]=2[CH:3]=1. The catalyst class is: 1.